This data is from Full USPTO retrosynthesis dataset with 1.9M reactions from patents (1976-2016). The task is: Predict the reactants needed to synthesize the given product. (1) Given the product [C:4]1([SiH:10]([Cl:12])[Cl:11])[CH:9]=[CH:8][CH:7]=[CH:6][CH:5]=1, predict the reactants needed to synthesize it. The reactants are: Cl[SiH2]Cl.[C:4]1([Si:10](C2C=CC=CC=2)([Cl:12])[Cl:11])[CH:9]=[CH:8][CH:7]=[CH:6][CH:5]=1. (2) The reactants are: [CH3:1][CH:2]([CH:5]=[CH2:6])[CH2:3][OH:4].[In].[Br:8][Si](C)(C)C.[CH:13]([C:15]1[O:19][N:18]=[C:17]([C:20]([O:22][CH2:23][CH3:24])=[O:21])[C:16]=1[CH3:25])=O.C([O-])(O)=O.[Na+]. Given the product [Br:8][CH:5]1[CH:2]([CH3:1])[CH2:3][O:4][CH:13]([C:15]2[O:19][N:18]=[C:17]([C:20]([O:22][CH2:23][CH3:24])=[O:21])[C:16]=2[CH3:25])[CH2:6]1, predict the reactants needed to synthesize it. (3) Given the product [CH:1]1([CH2:4][C:5]([NH:14][C@H:15]([C:21]([C:15]2([NH2:14])[C:21](=[O:22])[N:20]([CH2:23][CH:24]([CH3:26])[CH3:25])[C:19]3[CH:27]=[CH:28][CH:29]=[CH:30][C:18]=3[N:17]([CH2:31][CH:32]([CH3:34])[CH3:33])[C:16]2=[O:35])=[O:22])[CH3:16])=[O:7])[CH2:2][CH2:3]1, predict the reactants needed to synthesize it. The reactants are: [CH:1]1([CH2:4][C:5]([OH:7])=O)[CH2:3][CH2:2]1.Cl.N[C@H](C([NH:14][CH:15]1[C:21](=[O:22])[N:20]([CH2:23][CH:24]([CH3:26])[CH3:25])[C:19]2[CH:27]=[CH:28][CH:29]=[CH:30][C:18]=2[N:17]([CH2:31][CH:32]([CH3:34])[CH3:33])[C:16]1=[O:35])=O)C.